Dataset: NCI-60 drug combinations with 297,098 pairs across 59 cell lines. Task: Regression. Given two drug SMILES strings and cell line genomic features, predict the synergy score measuring deviation from expected non-interaction effect. (1) Cell line: K-562. Drug 2: CN1C2=C(C=C(C=C2)N(CCCl)CCCl)N=C1CCCC(=O)O.Cl. Synergy scores: CSS=10.3, Synergy_ZIP=-3.05, Synergy_Bliss=1.21, Synergy_Loewe=-7.32, Synergy_HSA=-1.99. Drug 1: C1CCC(C1)C(CC#N)N2C=C(C=N2)C3=C4C=CNC4=NC=N3. (2) Drug 1: C1=NC(=NC(=O)N1C2C(C(C(O2)CO)O)O)N. Drug 2: CCN(CC)CCNC(=O)C1=C(NC(=C1C)C=C2C3=C(C=CC(=C3)F)NC2=O)C. Cell line: OVCAR-4. Synergy scores: CSS=14.8, Synergy_ZIP=-7.24, Synergy_Bliss=0.760, Synergy_Loewe=-8.52, Synergy_HSA=0.125. (3) Drug 1: C1=C(C(=O)NC(=O)N1)F. Cell line: OVCAR-4. Synergy scores: CSS=45.2, Synergy_ZIP=-0.574, Synergy_Bliss=-3.14, Synergy_Loewe=-4.78, Synergy_HSA=-3.05. Drug 2: CCC(=C(C1=CC=CC=C1)C2=CC=C(C=C2)OCCN(C)C)C3=CC=CC=C3.C(C(=O)O)C(CC(=O)O)(C(=O)O)O.